This data is from Reaction yield outcomes from USPTO patents with 853,638 reactions. The task is: Predict the reaction yield, written as a fraction of the theoretical maximum amount of product (1.0 means a 100% yield; for example, 0.34 means a 34% yield). (1) The reactants are [Cl:1][C:2]1[CH:3]=[C:4]([OH:8])[CH:5]=[CH:6][CH:7]=1.[OH-].[K+].F[C:12]1[CH:17]=[CH:16][C:15]([N+:18]([O-:20])=[O:19])=[C:14]([CH3:21])[CH:13]=1.[OH-].[Na+]. The catalyst is CN(C=O)C. The product is [Cl:1][C:2]1[CH:3]=[C:4]([CH:5]=[CH:6][CH:7]=1)[O:8][C:12]1[CH:17]=[CH:16][C:15]([N+:18]([O-:20])=[O:19])=[C:14]([CH3:21])[CH:13]=1. The yield is 0.470. (2) The reactants are [N:1]([CH2:4][CH2:5][O:6][C:7]1[CH:8]=[CH:9][C:10]2[S:14][C:13](=[C:15]3[S:19][C:18](=[N:20][C:21]4[CH:22]=[C:23]([NH:30][C:31](=[O:36])[CH2:32][N:33]([CH3:35])[CH3:34])[CH:24]=[CH:25][C:26]=4[NH:27][CH2:28][CH3:29])[N:17]([CH2:37][C:38]4[CH:43]=[CH:42][CH:41]=[CH:40][CH:39]=4)[C:16]3=[O:44])[N:12]([CH3:45])[C:11]=2[CH:46]=1)=[N+]=[N-].C1(P(C2C=CC=CC=2)C2C=CC=CC=2)C=CC=CC=1.O. The catalyst is C1COCC1. The product is [NH2:1][CH2:4][CH2:5][O:6][C:7]1[CH:8]=[CH:9][C:10]2[S:14][C:13](=[C:15]3[S:19][C:18](=[N:20][C:21]4[CH:22]=[C:23]([NH:30][C:31](=[O:36])[CH2:32][N:33]([CH3:35])[CH3:34])[CH:24]=[CH:25][C:26]=4[NH:27][CH2:28][CH3:29])[N:17]([CH2:37][C:38]4[CH:39]=[CH:40][CH:41]=[CH:42][CH:43]=4)[C:16]3=[O:44])[N:12]([CH3:45])[C:11]=2[CH:46]=1. The yield is 0.720.